This data is from Forward reaction prediction with 1.9M reactions from USPTO patents (1976-2016). The task is: Predict the product of the given reaction. (1) The product is: [CH3:30][O:29][C:28]1[CH:27]=[CH:26][C:23]([CH:24]=[O:25])=[CH:22][C:21]=1[C:5]1[CH:6]=[CH:7][C:8]([O:9][CH3:10])=[C:3]([O:2][CH3:1])[CH:4]=1. Given the reactants [CH3:1][O:2][C:3]1[CH:4]=[C:5](B(O)O)[CH:6]=[CH:7][C:8]=1[O:9][CH3:10].C(=O)([O-])[O-].[Na+].[Na+].Br[C:21]1[CH:22]=[C:23]([CH:26]=[CH:27][C:28]=1[O:29][CH3:30])[CH:24]=[O:25], predict the reaction product. (2) Given the reactants [H-].[Na+].[I-].[Na+].[CH3:5]N(C)P(N(C)C)(N(C)C)=O.Cl[CH2:17][S:18][CH2:19][O:20][CH2:21]SCCl.[CH2:25]1[CH2:29]O[CH2:27][CH2:26]1, predict the reaction product. The product is: [CH3:17][S:18][CH2:19][O:20][C:21]1[CH:5]=[CH:29][CH:25]=[CH:26][CH:27]=1. (3) Given the reactants [N+:1]([C:4]1[C:5]([CH:11]=[CH2:12])=[C:6]([CH:8]=[CH:9][CH:10]=1)[NH2:7])([O-:3])=[O:2].[CH2:13](Br)[C:14]1[CH:19]=[CH:18][CH:17]=[CH:16][CH:15]=1, predict the reaction product. The product is: [CH2:13]([N:7]([CH2:11][C:5]1[CH:6]=[CH:8][CH:9]=[CH:10][CH:4]=1)[C:6]1[CH:8]=[CH:9][CH:10]=[C:4]([N+:1]([O-:3])=[O:2])[C:5]=1[CH:11]=[CH2:12])[C:14]1[CH:19]=[CH:18][CH:17]=[CH:16][CH:15]=1. (4) The product is: [CH3:8][C:4]1[CH:5]=[CH:6][CH:7]=[C:2]([CH3:1])[C:3]=1[NH:9][C:10](=[O:18])[CH2:11][N:12]1[CH2:13][CH2:14][N:15]([CH2:30][CH2:29][C:28](=[O:31])[CH2:27][C:22]2[CH:23]=[CH:24][CH:25]=[CH:26][C:21]=2[O:20][CH3:19])[CH2:16][CH2:17]1. Given the reactants [CH3:1][C:2]1[CH:7]=[CH:6][CH:5]=[C:4]([CH3:8])[C:3]=1[NH:9][C:10](=[O:18])[CH2:11][N:12]1[CH2:17][CH2:16][NH:15][CH2:14][CH2:13]1.[CH3:19][O:20][C:21]1[CH:26]=[CH:25][CH:24]=[CH:23][C:22]=1[CH2:27][C:28](=[O:31])[CH:29]=[CH2:30], predict the reaction product. (5) Given the reactants [F:1][C:2]1[CH:7]=[CH:6][C:5]([CH:8]([O:24][C:25](=[O:27])[NH2:26])[CH2:9][CH2:10][N:11]2[CH2:16][CH2:15][N:14]([C:17]3[CH:22]=[CH:21][C:20]([OH:23])=[CH:19][CH:18]=3)[CH2:13][CH2:12]2)=[CH:4][CH:3]=1.C(N(CC)CC)C.Cl[C:36]([O:38][CH2:39][CH3:40])=[O:37], predict the reaction product. The product is: [CH2:39]([O:38][C:36](=[O:37])[O:23][C:20]1[CH:21]=[CH:22][C:17]([N:14]2[CH2:15][CH2:16][N:11]([CH2:10][CH2:9][CH:8]([O:24][C:25](=[O:27])[NH2:26])[C:5]3[CH:6]=[CH:7][C:2]([F:1])=[CH:3][CH:4]=3)[CH2:12][CH2:13]2)=[CH:18][CH:19]=1)[CH3:40]. (6) Given the reactants [C:1]([NH:5][C:6]1[C:7]([CH3:20])=[N:8][C:9]2[C:14]([N:15]=1)=[C:13]([C:16](=[O:18])[CH3:17])[C:12]([F:19])=[CH:11][CH:10]=2)([CH3:4])([CH3:3])[CH3:2].BrC1C(F)=CC=C2C=1N=C(NC1(C)CC1)C(C)=N2, predict the reaction product. The product is: [F:19][C:12]1[C:13]([C:16](=[O:18])[CH3:17])=[C:14]2[C:9](=[CH:10][CH:11]=1)[N:8]=[C:7]([CH3:20])[C:6]([NH:5][C:1]1([CH3:4])[CH2:3][CH2:2]1)=[N:15]2. (7) Given the reactants Br[C:2]1[CH:11]=[C:10]2[C:5]([N:6]=[CH:7][CH:8]=[N:9]2)=[C:4]([C:12]([NH:14][CH2:15][C:16]([OH:18])=[O:17])=[O:13])[C:3]=1[OH:19].[C:20]1(B(O)O)[CH:25]=[CH:24][CH:23]=[CH:22][CH:21]=1.C(=O)([O-])[O-].[K+].[K+], predict the reaction product. The product is: [OH:19][C:3]1[C:4]([C:12]([NH:14][CH2:15][C:16]([OH:18])=[O:17])=[O:13])=[C:5]2[C:10](=[CH:11][C:2]=1[C:20]1[CH:25]=[CH:24][CH:23]=[CH:22][CH:21]=1)[N:9]=[CH:8][CH:7]=[N:6]2.